This data is from Full USPTO retrosynthesis dataset with 1.9M reactions from patents (1976-2016). The task is: Predict the reactants needed to synthesize the given product. (1) The reactants are: Cl.O.[OH:3][C:4]12[C:15]3[C:10](=[C:11]([N+:16]([O-])=O)[CH:12]=[CH:13][CH:14]=3)[C:9](=[O:19])[C:8]1([NH:20][C:21](=[O:28])[C:22]1[CH:27]=[CH:26][CH:25]=[CH:24][N:23]=1)[C:7]1[CH:29]=[CH:30][C:31]([CH:33]([CH3:35])[CH3:34])=[CH:32][C:6]=1[O:5]2. Given the product [NH2:16][C:11]1[CH:12]=[CH:13][CH:14]=[C:15]2[C:10]=1[C:9](=[O:19])[C:8]1([NH:20][C:21](=[O:28])[C:22]3[CH:27]=[CH:26][CH:25]=[CH:24][N:23]=3)[C:7]3[CH:29]=[CH:30][C:31]([CH:33]([CH3:35])[CH3:34])=[CH:32][C:6]=3[O:5][C:4]12[OH:3], predict the reactants needed to synthesize it. (2) Given the product [Cl:19][C:13]1[C:14]([N+:16]([O-:18])=[O:17])=[CH:15][C:10]([C@H:9]2[CH2:8][CH2:7][C@H:6]([C:26]3[CH:31]=[C:30]([N+:32]([O-:34])=[O:33])[C:29]([Cl:35])=[CH:28][C:27]=3[F:36])[N:41]2[C:40]2[CH:39]=[C:38]([F:37])[C:44]([N:45]3[CH2:46][CH2:47][CH2:48][CH2:49][CH2:50]3)=[C:43]([F:51])[CH:42]=2)=[C:11]([F:20])[CH:12]=1, predict the reactants needed to synthesize it. The reactants are: CS(O[C@H:6]([C:26]1[CH:31]=[C:30]([N+:32]([O-:34])=[O:33])[C:29]([Cl:35])=[CH:28][C:27]=1[F:36])[CH2:7][CH2:8][C@H:9](OS(C)(=O)=O)[C:10]1[CH:15]=[C:14]([N+:16]([O-:18])=[O:17])[C:13]([Cl:19])=[CH:12][C:11]=1[F:20])(=O)=O.[F:37][C:38]1[CH:39]=[C:40]([CH:42]=[C:43]([F:51])[C:44]=1[N:45]1[CH2:50][CH2:49][CH2:48][CH2:47][CH2:46]1)[NH2:41].CCN(C(C)C)C(C)C. (3) The reactants are: [CH3:1][O:2][C:3]1[CH:11]=[C:10]2[C:6]([C:7](=O)[C:8](=[O:12])[NH:9]2)=[CH:5][CH:4]=1.[C:14]([C:17]1[CH:22]=[CH:21][CH:20]=[CH:19][CH:18]=1)(=O)[CH3:15].[OH-].[K+].CC[OH:27]. Given the product [CH3:1][O:2][C:3]1[CH:11]=[C:10]2[C:6]([C:7]([C:8]([OH:12])=[O:27])=[CH:15][C:14]([C:17]3[CH:22]=[CH:21][CH:20]=[CH:19][CH:18]=3)=[N:9]2)=[CH:5][CH:4]=1, predict the reactants needed to synthesize it.